Dataset: NCI-60 drug combinations with 297,098 pairs across 59 cell lines. Task: Regression. Given two drug SMILES strings and cell line genomic features, predict the synergy score measuring deviation from expected non-interaction effect. (1) Drug 1: C1CC(C1)(C(=O)O)C(=O)O.[NH2-].[NH2-].[Pt+2]. Drug 2: CS(=O)(=O)OCCCCOS(=O)(=O)C. Cell line: SK-MEL-28. Synergy scores: CSS=0.602, Synergy_ZIP=-1.89, Synergy_Bliss=-1.47, Synergy_Loewe=-6.25, Synergy_HSA=-3.44. (2) Drug 1: CC12CCC3C(C1CCC2=O)CC(=C)C4=CC(=O)C=CC34C. Drug 2: CC1OCC2C(O1)C(C(C(O2)OC3C4COC(=O)C4C(C5=CC6=C(C=C35)OCO6)C7=CC(=C(C(=C7)OC)O)OC)O)O. Cell line: NCI/ADR-RES. Synergy scores: CSS=27.0, Synergy_ZIP=0.796, Synergy_Bliss=2.40, Synergy_Loewe=-17.1, Synergy_HSA=2.22. (3) Drug 1: C1=NC2=C(N1)C(=S)N=C(N2)N. Drug 2: CC1=C2C(C(=O)C3(C(CC4C(C3C(C(C2(C)C)(CC1OC(=O)C(C(C5=CC=CC=C5)NC(=O)C6=CC=CC=C6)O)O)OC(=O)C7=CC=CC=C7)(CO4)OC(=O)C)O)C)OC(=O)C. Cell line: ACHN. Synergy scores: CSS=52.8, Synergy_ZIP=-8.60, Synergy_Bliss=-5.37, Synergy_Loewe=-2.84, Synergy_HSA=-2.20. (4) Drug 1: CC1=C2C(C(=O)C3(C(CC4C(C3C(C(C2(C)C)(CC1OC(=O)C(C(C5=CC=CC=C5)NC(=O)OC(C)(C)C)O)O)OC(=O)C6=CC=CC=C6)(CO4)OC(=O)C)O)C)O. Cell line: SNB-19. Synergy scores: CSS=17.9, Synergy_ZIP=-2.35, Synergy_Bliss=2.07, Synergy_Loewe=3.08, Synergy_HSA=3.13. Drug 2: C(CC(=O)O)C(=O)CN.Cl.